From a dataset of Reaction yield outcomes from USPTO patents with 853,638 reactions. Predict the reaction yield, written as a fraction of the theoretical maximum amount of product (1.0 means a 100% yield; for example, 0.34 means a 34% yield). (1) The reactants are [N:1]([CH:4]([C:12]1[CH:17]=[CH:16][CH:15]=[C:14]([Cl:18])[C:13]=1[Cl:19])[CH2:5][C:6]1[CH:11]=[CH:10][N:9]=[CH:8][CH:7]=1)=[N+]=[N-].ClC1C(Cl)=CC=CC=1C=CC1C=CN=CC=1.C1(P(C2C=CC=CC=2)C2C=CC=CC=2)C=CC=CC=1.[OH-].[K+].Cl. The catalyst is C1COCC1.O. The product is [Cl:19][C:13]1[C:14]([Cl:18])=[CH:15][CH:16]=[CH:17][C:12]=1[CH:4]([NH2:1])[CH2:5][C:6]1[CH:7]=[CH:8][N:9]=[CH:10][CH:11]=1. The yield is 0.600. (2) The reactants are [CH3:1][C:2]([OH:7])([CH3:6])[C:3](=[O:5])[CH3:4].[Br-:8].[Br-:9].[Br-].[NH+]1C=CC=CC=1.[NH+]1C=CC=CC=1.[NH+]1C=CC=CC=1. The product is [Br:8][CH:4]([Br:9])[C:3](=[O:5])[C:2]([OH:7])([CH3:6])[CH3:1]. The catalyst is ClCCl. The yield is 0.310. (3) The reactants are CC(C)([O-])C.[K+].[C:7]1([OH:13])[CH:12]=[CH:11][CH:10]=[CH:9][CH:8]=1.[C:14]([O:18][C:19]([N:21]1[CH2:26][CH2:25][CH2:24][C@H:23]([CH2:27][O:28][C:29]2[C:30](Br)=[N:31][CH:32]=[CH:33][CH:34]=2)[CH2:22]1)=[O:20])([CH3:17])([CH3:16])[CH3:15]. The catalyst is COCCOC.FC(S([O-])(=O)=O)(F)F.[Cu+]. The product is [C:14]([O:18][C:19]([N:21]1[CH2:26][CH2:25][CH2:24][C@H:23]([CH2:27][O:28][C:29]2[C:30]([O:13][C:7]3[CH:12]=[CH:11][CH:10]=[CH:9][CH:8]=3)=[N:31][CH:32]=[CH:33][CH:34]=2)[CH2:22]1)=[O:20])([CH3:17])([CH3:15])[CH3:16]. The yield is 0.730. (4) The reactants are FC(F)(F)C(O)=O.[NH:8]1[CH2:13][CH2:12][CH:11]([CH2:14][O:15][C:16]2[CH:21]=[CH:20][C:19]([C:22]3[CH:32]=[CH:31][C:25]4[S:26](=[O:30])(=[O:29])[CH2:27][CH2:28][C:24]=4[CH:23]=3)=[CH:18][CH:17]=2)[CH2:10][CH2:9]1.C([O-])([O-])=O.[K+].[K+].[CH3:39][C:40]1([CH3:43])[CH2:42][O:41]1. The catalyst is CCO.O. The product is [OH:41][C:40]([CH3:43])([CH3:42])[CH2:39][N:8]1[CH2:13][CH2:12][CH:11]([CH2:14][O:15][C:16]2[CH:17]=[CH:18][C:19]([C:22]3[CH:32]=[CH:31][C:25]4[S:26](=[O:30])(=[O:29])[CH2:27][CH2:28][C:24]=4[CH:23]=3)=[CH:20][CH:21]=2)[CH2:10][CH2:9]1. The yield is 0.570. (5) The reactants are [CH:1]1([S:4]([C:7]2[CH:12]=[CH:11][C:10]([CH:13]([CH2:18][CH:19]3[CH2:24][CH2:23][O:22][CH2:21][CH2:20]3)[C:14](=[O:17])[CH:15]=[CH2:16])=[CH:9][CH:8]=2)(=[O:6])=[O:5])[CH2:3][CH2:2]1.[OH:25][CH:26]([C:28]1[S:32][C:31]([CH:33]=[O:34])=[N:30][CH:29]=1)[CH3:27].C(N(CC)CC)C.O1CCCC1. The catalyst is [Cl-].C([N+]1C(C)=C(CCO)SC=1)C1C=CC=CC=1.C(O)C. The product is [CH:1]1([S:4]([C:7]2[CH:8]=[CH:9][C:10]([CH:13]([CH2:18][CH:19]3[CH2:24][CH2:23][O:22][CH2:21][CH2:20]3)[C:14](=[O:17])[CH2:15][CH2:16][C:33]([C:31]3[S:32][C:28]([CH:26]([OH:25])[CH3:27])=[CH:29][N:30]=3)=[O:34])=[CH:11][CH:12]=2)(=[O:6])=[O:5])[CH2:3][CH2:2]1. The yield is 0.940. (6) The reactants are [H-].[Na+].CS(C)=O.Cl.[NH2:8][C:9]1[CH:14]=[CH:13][C:12]([OH:15])=[C:11]([CH3:16])[C:10]=1[CH3:17].Cl[C:19]1[C:28]2[C:23](=[CH:24][C:25]([O:31][CH3:32])=[C:26]([O:29][CH3:30])[CH:27]=2)[N:22]=[CH:21][CH:20]=1. The catalyst is O. The product is [CH3:30][O:29][C:26]1[CH:27]=[C:28]2[C:23](=[CH:24][C:25]=1[O:31][CH3:32])[N:22]=[CH:21][CH:20]=[C:19]2[O:15][C:12]1[CH:13]=[CH:14][C:9]([NH2:8])=[C:10]([CH3:17])[C:11]=1[CH3:16]. The yield is 0.650. (7) The reactants are [NH2:1][C:2]1[N:7]=[CH:6][N:5]=[C:4]2[N:8]([C@@H:26]3[CH2:31][CH2:30][CH2:29][N:28]([C:32](=[O:36])[CH2:33][C:34]#[N:35])[CH2:27]3)[N:9]=[C:10]([C:11]3[CH:16]=[CH:15][C:14]([O:17][C:18]4[CH:23]=[C:22]([F:24])[CH:21]=[CH:20][C:19]=4[F:25])=[CH:13][CH:12]=3)[C:3]=12.N1[CH2:42][CH2:41][CH2:40][CH2:39]C1.C1(C=O)CC1. The catalyst is CO. The product is [NH2:1][C:2]1[N:7]=[CH:6][N:5]=[C:4]2[N:8]([C@@H:26]3[CH2:31][CH2:30][CH2:29][N:28]([C:32]([C:33](=[CH:39][CH:40]4[CH2:42][CH2:41]4)[C:34]#[N:35])=[O:36])[CH2:27]3)[N:9]=[C:10]([C:11]3[CH:16]=[CH:15][C:14]([O:17][C:18]4[CH:23]=[C:22]([F:24])[CH:21]=[CH:20][C:19]=4[F:25])=[CH:13][CH:12]=3)[C:3]=12. The yield is 0.230.